This data is from Forward reaction prediction with 1.9M reactions from USPTO patents (1976-2016). The task is: Predict the product of the given reaction. Given the reactants [NH2:1][C:2]1[C:3]2[CH:15]=[C:14]([CH3:16])[S:13][C:4]=2[NH:5][C:6]2[CH:12]=[CH:11][CH:10]=[CH:9][C:7]=2[N:8]=1.[CH3:17][N:18]1[CH2:23][CH2:22]N[CH2:20][CH2:19]1.C(O)C, predict the reaction product. The product is: [CH3:16][C:14]1[S:13][C:4]2[NH:5][C:6]3[CH:12]=[CH:11][CH:10]=[CH:9][C:7]=3[N:8]=[C:2]([N:1]3[CH2:22][CH2:23][N:18]([CH3:17])[CH2:19][CH2:20]3)[C:3]=2[CH:15]=1.